From a dataset of Peptide-MHC class II binding affinity with 134,281 pairs from IEDB. Regression. Given a peptide amino acid sequence and an MHC pseudo amino acid sequence, predict their binding affinity value. This is MHC class II binding data. (1) The peptide sequence is EHELYVAVLSNALHR. The MHC is DRB1_0401 with pseudo-sequence DRB1_0401. The binding affinity (normalized) is 0.107. (2) The peptide sequence is GLRSLTTLLRALGAQ. The MHC is DRB1_0901 with pseudo-sequence DRB1_0901. The binding affinity (normalized) is 0.364.